From a dataset of HIV replication inhibition screening data with 41,000+ compounds from the AIDS Antiviral Screen. Binary Classification. Given a drug SMILES string, predict its activity (active/inactive) in a high-throughput screening assay against a specified biological target. (1) The molecule is O=C(O)CN(c1ccc(F)cc1)S(=O)(=O)c1ccccc1. The result is 0 (inactive). (2) The molecule is COc1cccc2c1OC1c3ccccc3OCC1(O)C2. The result is 0 (inactive). (3) The drug is CC1(Br)C2c3ccccc3C(c3ccccc32)C1(C)C(Cl)(Cl)Cl. The result is 0 (inactive). (4) The drug is CC(NC(=O)C(NC(=O)C(NC(=O)C(F)(F)F)C(C)C)C(C)C)C(=O)Oc1c(Cl)c(Cl)c(Cl)c(Cl)c1Cl. The result is 0 (inactive). (5) The drug is CN1CCCc2cc(C=Cc3ccnc4ccccc34)ccc21. The result is 0 (inactive). (6) The drug is COc1cccc2c1OC(=O)C(S(=O)(=O)c1ccccc1)C2. The result is 0 (inactive). (7) The molecule is CC(=O)C(=CNC(=S)c1ccncc1)C(=O)Nc1ccccc1C. The result is 0 (inactive).